This data is from Forward reaction prediction with 1.9M reactions from USPTO patents (1976-2016). The task is: Predict the product of the given reaction. (1) Given the reactants [NH2:1][C@H:2]([CH:21]([CH3:23])[CH3:22])[C:3]([N:5]1[CH2:10][CH2:9][C@@:8]([C:12]2[CH:17]=[CH:16][C:15]([Cl:18])=[CH:14][CH:13]=2)([OH:11])[C:7]([CH3:20])([CH3:19])[CH2:6]1)=[O:4].C(N(CC)CC)C.C(Cl)Cl.[C:34](Cl)(=[O:42])[O:35][C:36]1[CH:41]=[CH:40][CH:39]=[CH:38][CH:37]=1, predict the reaction product. The product is: [Cl:18][C:15]1[CH:14]=[CH:13][C:12]([C@@:8]2([OH:11])[CH2:9][CH2:10][N:5]([C:3](=[O:4])[C@H:2]([NH:1][C:34](=[O:42])[O:35][C:36]3[CH:41]=[CH:40][CH:39]=[CH:38][CH:37]=3)[CH:21]([CH3:23])[CH3:22])[CH2:6][C:7]2([CH3:19])[CH3:20])=[CH:17][CH:16]=1. (2) Given the reactants [CH:1]1([C:4]2[CH:5]=[C:6]([C:14]3[CH2:19][CH2:18][N:17]([C:20]([O:22][C:23]([CH3:26])([CH3:25])[CH3:24])=[O:21])[CH2:16][CH:15]=3)[CH:7]=[N:8][C:9]=2[C:10]([O:12][CH3:13])=[O:11])[CH2:3][CH2:2]1.[ClH:27], predict the reaction product. The product is: [ClH:27].[CH:1]1([CH:4]2[CH:9]([C:10]([O:12][CH3:13])=[O:11])[NH:8][CH2:7][CH:6]([CH:14]3[CH2:19][CH2:18][N:17]([C:20]([O:22][C:23]([CH3:26])([CH3:25])[CH3:24])=[O:21])[CH2:16][CH2:15]3)[CH2:5]2)[CH2:3][CH2:2]1.